Dataset: Reaction yield outcomes from USPTO patents with 853,638 reactions. Task: Predict the reaction yield, written as a fraction of the theoretical maximum amount of product (1.0 means a 100% yield; for example, 0.34 means a 34% yield). (1) The reactants are [NH2:1][C:2]1[CH:3]=[C:4]2[C:8](=[CH:9][CH:10]=1)[N:7]([CH2:11][CH2:12][N:13]([CH2:16][CH3:17])[CH2:14][CH3:15])[CH:6]=[CH:5]2.[CH:18]1[C:27]2[C:22](=[CH:23][CH:24]=[CH:25][CH:26]=2)[CH:21]=[CH:20][C:19]=1[S:28](Cl)(=[O:30])=[O:29]. No catalyst specified. The product is [CH2:14]([N:13]([CH2:16][CH3:17])[CH2:12][CH2:11][N:7]1[C:8]2[C:4](=[CH:3][C:2]([NH:1][S:28]([C:19]3[CH:20]=[CH:21][C:22]4[C:27](=[CH:26][CH:25]=[CH:24][CH:23]=4)[CH:18]=3)(=[O:30])=[O:29])=[CH:10][CH:9]=2)[CH:5]=[CH:6]1)[CH3:15]. The yield is 0.450. (2) The reactants are C(OC([N:8]1[CH:13]([C:14]([O:16][C:17]([CH3:20])([CH3:19])[CH3:18])=[O:15])[CH2:12][CH2:11][CH2:10][S:9]1(=[O:22])=[O:21])=O)(C)(C)C.C(O)(C(F)(F)F)=O.C1(C)C=CC=CC=1. The catalyst is C(Cl)Cl. The product is [C:17]([O:16][C:14]([CH:13]1[CH2:12][CH2:11][CH2:10][S:9](=[O:22])(=[O:21])[NH:8]1)=[O:15])([CH3:20])([CH3:18])[CH3:19]. The yield is 0.150. (3) The reactants are Cl.[C:2]([OH:8])(=[O:7])[CH2:3][CH2:4][C:5]#[CH:6]. The catalyst is C(O)CCC. The product is [CH2:2]([O:7][C:2](=[O:8])[CH2:3][CH2:4][C:5]#[CH:6])[CH2:3][CH2:4][CH3:5]. The yield is 1.00.